From a dataset of Full USPTO retrosynthesis dataset with 1.9M reactions from patents (1976-2016). Predict the reactants needed to synthesize the given product. (1) Given the product [F:17][C:2]([F:1])([S:13]([O-:16])(=[O:15])=[O:14])[C:3]([F:11])([F:12])[C:4]([F:10])([F:9])[C:5]([F:8])([F:7])[F:6].[CH:52]([O:54][CH2:55][CH2:56][O:18][C:19]1[CH:24]=[CH:23][C:22]([S+:25]([C:32]2[CH:33]=[CH:34][CH:35]=[CH:36][CH:37]=2)[C:26]2[CH:31]=[CH:30][CH:29]=[CH:28][CH:27]=2)=[CH:21][CH:20]=1)=[CH2:53], predict the reactants needed to synthesize it. The reactants are: [F:1][C:2]([F:17])([S:13]([O-:16])(=[O:15])=[O:14])[C:3]([F:12])([F:11])[C:4]([F:10])([F:9])[C:5]([F:8])([F:7])[F:6].[OH:18][C:19]1[CH:24]=[CH:23][C:22]([S+:25]([C:32]2[CH:37]=[CH:36][CH:35]=[CH:34][CH:33]=2)[C:26]2[CH:31]=[CH:30][CH:29]=[CH:28][CH:27]=2)=[CH:21][CH:20]=1.C(=O)([O-])[O-].[K+].[K+].CN(C)CCN(C)C.[CH:52]([O:54][CH2:55][CH2:56]Cl)=[CH2:53]. (2) Given the product [CH2:33]([N:36]1[C:9]([CH:8]([C:5]2[CH:6]=[CH:7][C:2]([F:1])=[CH:3][CH:4]=2)[CH2:30][CH:31]=[CH2:32])=[N:11][C:12]([NH:13][C:14]2[CH:19]=[CH:18][C:17]([N:20]3[CH:24]=[N:23][C:22]([CH3:25])=[N:21]3)=[C:16]([O:26][CH3:27])[CH:15]=2)=[N:37]1)[CH:34]=[CH2:35], predict the reactants needed to synthesize it. The reactants are: [F:1][C:2]1[CH:7]=[CH:6][C:5]([CH:8]([CH2:30][CH:31]=[CH2:32])[C:9]([N:11]=[C:12](SC)[NH:13][C:14]2[CH:19]=[CH:18][C:17]([N:20]3[CH:24]=[N:23][C:22]([CH3:25])=[N:21]3)=[C:16]([O:26][CH3:27])[CH:15]=2)=O)=[CH:4][CH:3]=1.[CH2:33]([NH:36][NH2:37])[CH:34]=[CH2:35].